From a dataset of Forward reaction prediction with 1.9M reactions from USPTO patents (1976-2016). Predict the product of the given reaction. (1) Given the reactants [OH:1][CH2:2][C:3]1[O:7][C:6]([CH2:8][N:9]([CH2:22][C:23]([F:26])([F:25])[F:24])[C:10]2[CH:17]=[CH:16][C:13]([C:14]#[N:15])=[C:12]([C:18]([F:21])([F:20])[F:19])[CH:11]=2)=[CH:5][CH:4]=1, predict the reaction product. The product is: [CH:2]([C:3]1[O:7][C:6]([CH2:8][N:9]([CH2:22][C:23]([F:26])([F:25])[F:24])[C:10]2[CH:17]=[CH:16][C:13]([C:14]#[N:15])=[C:12]([C:18]([F:19])([F:20])[F:21])[CH:11]=2)=[CH:5][CH:4]=1)=[O:1]. (2) Given the reactants Br[C:2]1[CH:3]=[C:4]2[C:9](=[CH:10][CH:11]=1)[CH:8]=[C:7]([OH:12])[CH:6]=[CH:5]2.CC1(C)C(C)(C)OB([C:21]2[CH2:22][CH2:23][N:24]([C:27]([O:29][C:30]([CH3:33])([CH3:32])[CH3:31])=[O:28])[CH2:25][CH:26]=2)O1.C(=O)([O-])[O-].[K+].[K+], predict the reaction product. The product is: [OH:12][C:7]1[CH:8]=[C:9]2[C:4](=[CH:5][CH:6]=1)[CH:3]=[C:2]([C:21]1[CH2:26][CH2:25][N:24]([C:27]([O:29][C:30]([CH3:33])([CH3:32])[CH3:31])=[O:28])[CH2:23][CH:22]=1)[CH:11]=[CH:10]2.